Dataset: Hepatocyte clearance measurements from AstraZeneca. Task: Regression/Classification. Given a drug SMILES string, predict its absorption, distribution, metabolism, or excretion properties. Task type varies by dataset: regression for continuous measurements (e.g., permeability, clearance, half-life) or binary classification for categorical outcomes (e.g., BBB penetration, CYP inhibition). For this dataset (clearance_hepatocyte_az), we predict log10(clearance) (log10 of the in vitro intrinsic clearance, CLint, in uL/min per 10^6 hepatocytes; values are censored to the assay range of 3 to 150, which is 0.477 to 2.18 on this log10 scale). (1) The molecule is O=c1[nH]c2c(O)ccc([C@@H](O)CNCCc3cccc(CNCCc4c(Cl)cccc4Cl)c3)c2s1. The log10(clearance) is 1.89. (2) The molecule is CC(C)(C)NC(=O)[C@@H]1C[C@@H]2CCCC[C@@H]2CN1C[C@@H](O)[C@H](Cc1ccccc1)NC(=O)[C@H](CC(N)=O)NC(=O)c1ccc2ccccc2n1. The log10(clearance) is 1.41.